From a dataset of Peptide-MHC class II binding affinity with 134,281 pairs from IEDB. Regression. Given a peptide amino acid sequence and an MHC pseudo amino acid sequence, predict their binding affinity value. This is MHC class II binding data. (1) The peptide sequence is RSSNFQCQKLLWQLN. The MHC is DRB1_0404 with pseudo-sequence DRB1_0404. The binding affinity (normalized) is 0.260. (2) The peptide sequence is KIIGGIGGFIKVRQYDQILI. The MHC is HLA-DQA10501-DQB10201 with pseudo-sequence HLA-DQA10501-DQB10201. The binding affinity (normalized) is 0.161. (3) The peptide sequence is YRKILRQRKIDRLID. The MHC is HLA-DPA10301-DPB10402 with pseudo-sequence HLA-DPA10301-DPB10402. The binding affinity (normalized) is 0.181. (4) The peptide sequence is DLGKKRFLLIRNSTW. The MHC is DRB1_0401 with pseudo-sequence DRB1_0401. The binding affinity (normalized) is 0.871. (5) The peptide sequence is ADDLTAAINKGILVT. The MHC is DRB1_0701 with pseudo-sequence DRB1_0701. The binding affinity (normalized) is 0.622. (6) The MHC is DRB1_0405 with pseudo-sequence DRB1_0405. The peptide sequence is IKLPIILAFATCFLIP. The binding affinity (normalized) is 0.319. (7) The binding affinity (normalized) is 0.914. The peptide sequence is EKKYFAACQFEPLAA. The MHC is HLA-DPA10103-DPB10401 with pseudo-sequence HLA-DPA10103-DPB10401.